This data is from Forward reaction prediction with 1.9M reactions from USPTO patents (1976-2016). The task is: Predict the product of the given reaction. (1) Given the reactants [CH3:1][CH:2]([C:4]1[CH:9]=[CH:8][CH:7]=[CH:6][C:5]=1[N:10]1[CH:15]=[CH:14][CH:13]=[C:12]([C:16]([O:18]C)=[O:17])[C:11]1=[O:20])[CH3:3], predict the reaction product. The product is: [CH3:3][CH:2]([C:4]1[CH:9]=[CH:8][CH:7]=[CH:6][C:5]=1[N:10]1[CH:15]=[CH:14][CH:13]=[C:12]([C:16]([OH:18])=[O:17])[C:11]1=[O:20])[CH3:1]. (2) Given the reactants [Br:1][C:2]1[C:3](=[O:16])[N:4]([C:10]2[CH:15]=[CH:14][CH:13]=[CH:12][CH:11]=2)[N:5]([CH3:9])[C:6]=1[CH2:7]Br.[C:17]1([N:23]2[C:27]3([CH2:32][CH2:31][NH:30][CH2:29][CH2:28]3)[C:26](=[O:33])[NH:25][CH2:24]2)[CH:22]=[CH:21][CH:20]=[CH:19][CH:18]=1.N1C(C)=CC(C)=CC=1C, predict the reaction product. The product is: [Br:1][C:2]1[C:3](=[O:16])[N:4]([C:10]2[CH:15]=[CH:14][CH:13]=[CH:12][CH:11]=2)[N:5]([CH3:9])[C:6]=1[CH2:7][N:30]1[CH2:29][CH2:28][C:27]2([N:23]([C:17]3[CH:22]=[CH:21][CH:20]=[CH:19][CH:18]=3)[CH2:24][NH:25][C:26]2=[O:33])[CH2:32][CH2:31]1. (3) Given the reactants [NH2:1][CH2:2][CH2:3][N:4]1[CH:8]=[CH:7][C:6]([C:9]2[CH:16]=[CH:15][C:12]([C:13]#[N:14])=[C:11]([Cl:17])[CH:10]=2)=[N:5]1.[N:18]1[CH:23]=[CH:22][CH:21]=[C:20]([C:24]2[CH2:25][C:26]([C:29](O)=[O:30])=[N:27][N:28]=2)[CH:19]=1.CCN(C(C)C)C(C)C.C1C=CC2N(O)N=NC=2C=1.CCN=C=NCCCN(C)C, predict the reaction product. The product is: [Cl:17][C:11]1[CH:10]=[C:9]([C:6]2[CH:7]=[CH:8][N:4]([CH2:3][CH2:2][NH:1][C:29]([C:26]3[CH:25]=[C:24]([C:20]4[CH:19]=[N:18][CH:23]=[CH:22][CH:21]=4)[NH:28][N:27]=3)=[O:30])[N:5]=2)[CH:16]=[CH:15][C:12]=1[C:13]#[N:14]. (4) The product is: [Br:20][C:13]1[N:5]([CH2:1][CH2:2][CH2:3][CH3:4])[C:6]2[C:11]([N:12]=1)=[C:10]([NH2:14])[N:9]=[CH:8][N:7]=2. Given the reactants [CH2:1]([N:5]1[CH:13]=[N:12][C:11]2[C:6]1=[N:7][CH:8]=[N:9][C:10]=2[NH2:14])[CH2:2][CH2:3][CH3:4].C1COCC1.[Br:20]Br, predict the reaction product. (5) Given the reactants [OH:1][C:2]1[CH:30]=[CH:29][CH:28]=[CH:27][C:3]=1[CH2:4][NH:5][C:6]([NH:8][C:9]1[N:13]([C:14]2[CH:19]=[CH:18][C:17]([CH3:20])=[CH:16][CH:15]=2)[N:12]=[C:11]([C:21]2[CH:25]=[CH:24][O:23][C:22]=2[CH3:26])[CH:10]=1)=[O:7].[Cl:31][C:32]1[N:37]=[C:36](Cl)[CH:35]=[CH:34][N:33]=1.[OH-].[Na+], predict the reaction product. The product is: [Cl:31][C:32]1[N:37]=[C:36]([O:1][C:2]2[CH:30]=[CH:29][CH:28]=[CH:27][C:3]=2[CH2:4][NH:5][C:6]([NH:8][C:9]2[N:13]([C:14]3[CH:15]=[CH:16][C:17]([CH3:20])=[CH:18][CH:19]=3)[N:12]=[C:11]([C:21]3[CH:25]=[CH:24][O:23][C:22]=3[CH3:26])[CH:10]=2)=[O:7])[CH:35]=[CH:34][N:33]=1.